From a dataset of TCR-epitope binding with 47,182 pairs between 192 epitopes and 23,139 TCRs. Binary Classification. Given a T-cell receptor sequence (or CDR3 region) and an epitope sequence, predict whether binding occurs between them. (1) The epitope is KLWAQCVQL. The TCR CDR3 sequence is CASSLPSGNEQYF. Result: 1 (the TCR binds to the epitope). (2) The epitope is EPLPQGQLTAY. The TCR CDR3 sequence is CASSLPEGTSGSQYF. Result: 0 (the TCR does not bind to the epitope). (3) The epitope is LPRRSGAAGA. The TCR CDR3 sequence is CASRATITGNTIYF. Result: 0 (the TCR does not bind to the epitope). (4) Result: 1 (the TCR binds to the epitope). The epitope is NEGVKAAW. The TCR CDR3 sequence is CASSLSAHAGDTQYF. (5) The epitope is LEPLVDLPI. The TCR CDR3 sequence is CASSLEISNNEQFF. Result: 1 (the TCR binds to the epitope). (6) The epitope is AYAQKIFKI. The TCR CDR3 sequence is CASSPDRGLNNEQFF. Result: 0 (the TCR does not bind to the epitope). (7) The epitope is EILDITPCSF. The TCR CDR3 sequence is CASSPPFTNLNTEAFF. Result: 1 (the TCR binds to the epitope). (8) Result: 0 (the TCR does not bind to the epitope). The TCR CDR3 sequence is CASSSGSWSPLHF. The epitope is TPINLVRDL. (9) The TCR CDR3 sequence is CASSSPGLGETQYF. Result: 0 (the TCR does not bind to the epitope). The epitope is FLYNLLTRV.